This data is from NCI-60 drug combinations with 297,098 pairs across 59 cell lines. The task is: Regression. Given two drug SMILES strings and cell line genomic features, predict the synergy score measuring deviation from expected non-interaction effect. Drug 1: CC(C1=C(C=CC(=C1Cl)F)Cl)OC2=C(N=CC(=C2)C3=CN(N=C3)C4CCNCC4)N. Drug 2: C1=NC2=C(N=C(N=C2N1C3C(C(C(O3)CO)O)O)F)N. Cell line: NCI-H226. Synergy scores: CSS=-0.120, Synergy_ZIP=-0.357, Synergy_Bliss=-3.10, Synergy_Loewe=-11.0, Synergy_HSA=-5.68.